From a dataset of CYP3A4 inhibition data for predicting drug metabolism from PubChem BioAssay. Regression/Classification. Given a drug SMILES string, predict its absorption, distribution, metabolism, or excretion properties. Task type varies by dataset: regression for continuous measurements (e.g., permeability, clearance, half-life) or binary classification for categorical outcomes (e.g., BBB penetration, CYP inhibition). Dataset: cyp3a4_veith. The compound is CCCc1nnc(SCC(=O)N2CCCCC2C)n1CC1CCCO1. The result is 1 (inhibitor).